This data is from Forward reaction prediction with 1.9M reactions from USPTO patents (1976-2016). The task is: Predict the product of the given reaction. (1) Given the reactants Br[CH2:2][CH2:3][CH:4]([C:9]1[S:10][C:11]2[CH:18]=[C:17]([C:19]([F:22])([F:21])[F:20])[CH:16]=[CH:15][C:12]=2[C:13]=1[CH3:14])[CH2:5][CH2:6][CH2:7][CH3:8].C(=O)([O-])[O-].[Cs+].[Cs+].[OH:29][C:30]1[CH:35]=[CH:34][C:33]([CH2:36][C:37]([O:39][CH3:40])=[O:38])=[CH:32][CH:31]=1, predict the reaction product. The product is: [CH3:14][C:13]1[C:12]2[CH:15]=[CH:16][C:17]([C:19]([F:22])([F:21])[F:20])=[CH:18][C:11]=2[S:10][C:9]=1[CH:4]([CH2:5][CH2:6][CH2:7][CH3:8])[CH2:3][CH2:2][O:29][C:30]1[CH:31]=[CH:32][C:33]([CH2:36][C:37]([O:39][CH3:40])=[O:38])=[CH:34][CH:35]=1. (2) Given the reactants [Si:1]([O:18][CH2:19][C:20]1[CH:25]=[CH:24][C:23](Br)=[CH:22][CH:21]=1)([C:14]([CH3:17])([CH3:16])[CH3:15])([C:8]1[CH:13]=[CH:12][CH:11]=[CH:10][CH:9]=1)[C:2]1[CH:7]=[CH:6][CH:5]=[CH:4][CH:3]=1.[CH3:27][Si:28]([C:31]#[CH:32])([CH3:30])[CH3:29].C(N(CC)CC)C.O, predict the reaction product. The product is: [Si:1]([O:18][CH2:19][C:20]1[CH:25]=[CH:24][C:23]([C:32]#[C:31][Si:28]([CH3:30])([CH3:29])[CH3:27])=[CH:22][CH:21]=1)([C:14]([CH3:17])([CH3:16])[CH3:15])([C:8]1[CH:13]=[CH:12][CH:11]=[CH:10][CH:9]=1)[C:2]1[CH:7]=[CH:6][CH:5]=[CH:4][CH:3]=1. (3) Given the reactants BrC1C=CC=C2C=1C(=O)C(=O)N2CCCCC.[O:18]=[C:19]1[C:27](=[O:28])[C:26]2[C:21](=[CH:22][CH:23]=[CH:24][CH:25]=2)[N:20]1[CH2:29][C:30]([O:32][CH2:33][CH3:34])=[O:31].O1C2C=CC(O)=CC=2OC1.[CH2:45]1[C:53]2[C:48](=[CH:49][C:50]([OH:54])=[CH:51][CH:52]=2)[CH2:47][CH2:46]1, predict the reaction product. The product is: [CH2:33]([O:32][C:30](=[O:31])[CH2:29][N:20]1[C:21]2[C:26](=[CH:25][CH:24]=[CH:23][CH:22]=2)[C:27]([OH:28])([C:51]2[CH:52]=[C:53]3[C:48](=[CH:49][C:50]=2[OH:54])[CH2:47][CH2:46][CH2:45]3)[C:19]1=[O:18])[CH3:34]. (4) Given the reactants [C:1]([O:4][CH2:5][C:6]1[C:7](CO)=[C:8]([F:21])[C:9]([C:13]2[CH:18]=[CH:17][C:16](OC)=[CH:15][CH:14]=2)=[C:10]([OH:12])[CH:11]=1)(=[O:3])[CH3:2].C([SiH](CC)CC)C.[C:31](=[O:34])([O-])O.[Na+].[C:36](OCC)(=O)C, predict the reaction product. The product is: [C:1]([O:4][CH2:5][C:6]1[CH:7]=[C:8]([F:21])[C:9]([CH2:13][C:18]2[CH:17]=[CH:16][C:15]([O:34][CH3:31])=[CH:14][CH:36]=2)=[C:10]([OH:12])[CH:11]=1)(=[O:3])[CH3:2]. (5) The product is: [N+:20]([C:15]1[CH:16]=[CH:17][CH:18]=[CH:19][C:14]=1[C:6]1[C:5]([C:3]([OH:2])=[O:4])=[CH:10][C:9]([C:11]2[S:13][CH:24]=[C:25]([C:27]3[CH:32]=[CH:31][C:30]([CH3:33])=[CH:29][CH:28]=3)[N:12]=2)=[CH:8][CH:7]=1)([O-:22])=[O:21]. Given the reactants C[O:2][C:3]([C:5]1[C:6]([C:14]2[CH:19]=[CH:18][CH:17]=[CH:16][C:15]=2[N+:20]([O-:22])=[O:21])=[CH:7][CH:8]=[C:9]([C:11](=[S:13])[NH2:12])[CH:10]=1)=[O:4].Br[CH2:24][C:25]([C:27]1[CH:32]=[CH:31][C:30]([CH3:33])=[CH:29][CH:28]=1)=O, predict the reaction product. (6) Given the reactants [CH2:1]([NH2:5])[CH2:2][CH:3]=[CH2:4].[CH:6](=O)[C:7]1[CH:12]=[CH:11][CH:10]=[CH:9][CH:8]=1, predict the reaction product. The product is: [CH:6](=[N:5]/[CH2:1][CH2:2][CH:3]=[CH2:4])\[C:7]1[CH:12]=[CH:11][CH:10]=[CH:9][CH:8]=1.